Dataset: Reaction yield outcomes from USPTO patents with 853,638 reactions. Task: Predict the reaction yield, written as a fraction of the theoretical maximum amount of product (1.0 means a 100% yield; for example, 0.34 means a 34% yield). (1) The product is [Cl:22][C:19]1[CH:20]=[CH:21][C:16]([C:11]2([C:14]#[N:15])[CH2:12][CH2:13][NH:8][CH2:9][CH2:10]2)=[CH:17][CH:18]=1. The yield is 0.820. The catalyst is ClCCl. The reactants are C(OC([N:8]1[CH2:13][CH2:12][C:11]([C:16]2[CH:21]=[CH:20][C:19]([Cl:22])=[CH:18][CH:17]=2)([C:14]#[N:15])[CH2:10][CH2:9]1)=O)(C)(C)C.FC(F)(F)C(O)=O. (2) The reactants are [F:1][C:2]1[CH:3]=[C:4]2[N:10]=[CH:9][N:8]([CH2:11][C:12]3[CH:23]=[CH:22][C:15]4[N:16]=[C:17](S(C)=O)[S:18][C:14]=4[CH:13]=3)[C:5]2=[N:6][CH:7]=1.[CH2:24]1[C:32]2[C:27](=[CH:28][CH:29]=[CH:30][CH:31]=2)[C@@H:26]([NH2:33])[C@@H:25]1[OH:34].CCN(C(C)C)C(C)C. The catalyst is CC(N(C)C)=O. The product is [F:1][C:2]1[CH:3]=[C:4]2[N:10]=[CH:9][N:8]([CH2:11][C:12]3[CH:23]=[CH:22][C:15]4[N:16]=[C:17]([NH:33][C@@H:26]5[C:27]6[C:32](=[CH:31][CH:30]=[CH:29][CH:28]=6)[CH2:24][C@H:25]5[OH:34])[S:18][C:14]=4[CH:13]=3)[C:5]2=[N:6][CH:7]=1. The yield is 0.160. (3) The reactants are [CH:1]1[C:10]2[C:5](=[CH:6][CH:7]=[CH:8][CH:9]=2)[CH:4]=[C:3]([NH:11][C:12]2[CH:17]=[C:16]([CH2:18][N:19]3[CH2:24][CH2:23][N:22](C(OC(C)(C)C)=O)[CH2:21][CH2:20]3)[CH:15]=[CH:14][N:13]=2)[N:2]=1.Cl.CCOC(C)=O. No catalyst specified. The product is [CH:1]1[C:10]2[C:5](=[CH:6][CH:7]=[CH:8][CH:9]=2)[CH:4]=[C:3]([NH:11][C:12]2[CH:17]=[C:16]([CH2:18][N:19]3[CH2:24][CH2:23][NH:22][CH2:21][CH2:20]3)[CH:15]=[CH:14][N:13]=2)[N:2]=1. The yield is 1.00. (4) The reactants are CO.C[O-].[Na+].[CH3:6][C:7]1[C:8]([C:31]([O:33]CC)=O)=[C:9]([NH:21][C:22]([NH:24][C:25]2[CH:30]=[CH:29][CH:28]=[CH:27][CH:26]=2)=[O:23])[S:10][C:11]=1[C:12]1[CH:17]=[CH:16][C:15]([N+:18]([O-:20])=[O:19])=[CH:14][CH:13]=1.[F:36][C:37]1[CH:44]=[CH:43][CH:42]=[C:41]([F:45])[C:38]=1[CH2:39]Br. The catalyst is C(#N)C.O. The product is [F:36][C:37]1[CH:44]=[CH:43][CH:42]=[C:41]([F:45])[C:38]=1[CH2:39][N:21]1[C:9]2[S:10][C:11]([C:12]3[CH:13]=[CH:14][C:15]([N+:18]([O-:20])=[O:19])=[CH:16][CH:17]=3)=[C:7]([CH3:6])[C:8]=2[C:31](=[O:33])[N:24]([C:25]2[CH:30]=[CH:29][CH:28]=[CH:27][CH:26]=2)[C:22]1=[O:23]. The yield is 0.881. (5) The yield is 0.660. The product is [C:32]([O:31][C:29]([N:23]1[CH2:28][CH2:27][N:26]([C:12]([C:10]2[C:11]3[C:3]([CH2:1][CH3:2])=[N:4][NH:5][C:6]=3[N:7]=[C:8]([C:15]3[CH:20]=[CH:19][C:18]([OH:21])=[C:17]([F:22])[CH:16]=3)[CH:9]=2)=[O:13])[CH2:25][CH2:24]1)=[O:30])([CH3:35])([CH3:33])[CH3:34]. The catalyst is O1CCCC1.CN(C)C(=O)C. The reactants are [CH2:1]([C:3]1[C:11]2[C:10]([C:12](O)=[O:13])=[CH:9][C:8]([C:15]3[CH:20]=[CH:19][C:18]([OH:21])=[C:17]([F:22])[CH:16]=3)=[N:7][C:6]=2[NH:5][N:4]=1)[CH3:2].[N:23]1([C:29]([O:31][C:32]([CH3:35])([CH3:34])[CH3:33])=[O:30])[CH2:28][CH2:27][NH:26][CH2:25][CH2:24]1.ON1C2C=CC=CC=2N=N1.Cl.CN(C)CCCN=C=NCC.C(=O)([O-])O.[Na+]. (6) The reactants are [CH:1]([NH2:4])([CH3:3])[CH3:2].[CH:5]([N:8]=[C:9]=[O:10])([CH3:7])[CH3:6].[C:11](Cl)(=[O:16])[CH2:12][C:13](Cl)=[O:14]. The catalyst is ClCCl. The product is [CH3:2][CH:1]([N:4]1[C:13](=[O:14])[CH2:12][C:11](=[O:16])[N:8]([CH:5]([CH3:7])[CH3:6])[C:9]1=[O:10])[CH3:3]. The yield is 0.690. (7) The reactants are [O:1]1[CH2:5][CH2:4][CH2:3][CH:2]1[O:6][CH2:7][C:8]([O:10][CH2:11][CH3:12])=[O:9].[OH-].[Na+].CC1C=C(C)C=C(C)N=1.[CH3:24][O:25][C@@H:26]1[C@@H](CO)[O:53][C@@H:29]([O:30][C:31]2[CH:36]=[C:35]([CH2:37][O:38][CH:39]3[CH2:43][CH2:42][CH2:41][O:40]3)[CH:34]=[CH:33][C:32]=2[CH2:44][C:45]2[CH:50]=[CH:49][C:48]([CH2:51][CH3:52])=[CH:47][CH:46]=2)[C@H:28]([OH:57])[C@H:27]1[OH:58].ON1C2C=CC=CC=2N=N1.Cl.C(N=C=NCCCN(C)C)C.Cl. The catalyst is C(O)C.C(OCC)(=O)C.C(=O)([O-])O.[Na+].[Cl-].[Na+].O.O.CN(C)C=O. The product is [CH3:24][O:25][C@@H:26]1[C@@H:12]([CH2:11][O:10][C:8](=[O:9])[CH2:7][O:6][CH:2]2[CH2:3][CH2:4][CH2:5][O:1]2)[O:53][C@@H:29]([O:30][C:31]2[CH:36]=[C:35]([CH2:37][O:38][CH:39]3[CH2:43][CH2:42][CH2:41][O:40]3)[CH:34]=[CH:33][C:32]=2[CH2:44][C:45]2[CH:46]=[CH:47][C:48]([CH2:51][CH3:52])=[CH:49][CH:50]=2)[C@H:28]([OH:57])[C@H:27]1[OH:58]. The yield is 0.470. (8) The reactants are [CH2:1]([N:8]([CH2:20][C:21]1[CH:26]=[CH:25][CH:24]=[CH:23][CH:22]=1)[C:9]1[CH:14]=[CH:13][C:12]([C:15]([F:18])([F:17])[F:16])=[C:11](Cl)[N:10]=1)[C:2]1[CH:7]=[CH:6][CH:5]=[CH:4][CH:3]=1.[CH3:27][O:28][Na]. The catalyst is C1COCC1.O. The product is [CH2:1]([N:8]([CH2:20][C:21]1[CH:26]=[CH:25][CH:24]=[CH:23][CH:22]=1)[C:9]1[CH:14]=[CH:13][C:12]([C:15]([F:18])([F:17])[F:16])=[C:11]([O:28][CH3:27])[N:10]=1)[C:2]1[CH:7]=[CH:6][CH:5]=[CH:4][CH:3]=1. The yield is 0.910. (9) The reactants are [Cl:1][C:2]1[C:3]([O:12][C:13]2[CH:18]=[C:17]([O:19][CH:20]([CH3:22])[CH3:21])[CH:16]=[CH:15][C:14]=2/[CH:23]=[C:24](\[CH3:28])/[C:25]([OH:27])=O)=[N:4][CH:5]=[C:6]([C:8]([F:11])([F:10])[F:9])[CH:7]=1.Cl.C(N=C=NCCCN(C)C)C.[C:41]1([CH2:47][CH2:48][NH:49][S:50]([NH2:53])(=[O:52])=[O:51])[CH:46]=[CH:45][CH:44]=[CH:43][CH:42]=1.Cl. The catalyst is C(#N)C.CN(C)C1C=CN=CC=1.C(OCC)(=O)C. The product is [Cl:1][C:2]1[C:3]([O:12][C:13]2[CH:18]=[C:17]([O:19][CH:20]([CH3:21])[CH3:22])[CH:16]=[CH:15][C:14]=2/[CH:23]=[C:24](\[CH3:28])/[C:25]([NH:53][S:50]([NH:49][CH2:48][CH2:47][C:41]2[CH:46]=[CH:45][CH:44]=[CH:43][CH:42]=2)(=[O:52])=[O:51])=[O:27])=[N:4][CH:5]=[C:6]([C:8]([F:11])([F:10])[F:9])[CH:7]=1. The yield is 0.420. (10) The reactants are [N:1]([C:4]1[CH:11]=[CH:10][C:7]([C:8]#[N:9])=[C:6]([C:12]([F:15])([F:14])[F:13])[CH:5]=1)=[C:2]=[S:3].[F:16][C:17]1[CH:22]=[C:21]([OH:23])[CH:20]=[CH:19][C:18]=1[NH:24][C:25]1([C:29]#N)[CH2:28][CH2:27][CH2:26]1.C[OH:32].Cl. The catalyst is CN(C=O)C.CC(C)=O.ClCCl.O. The product is [F:16][C:17]1[CH:22]=[C:21]([OH:23])[CH:20]=[CH:19][C:18]=1[N:24]1[C:2](=[S:3])[N:1]([C:4]2[CH:11]=[CH:10][C:7]([C:8]#[N:9])=[C:6]([C:12]([F:13])([F:15])[F:14])[CH:5]=2)[C:29](=[O:32])[C:25]21[CH2:28][CH2:27][CH2:26]2. The yield is 0.560.